This data is from Forward reaction prediction with 1.9M reactions from USPTO patents (1976-2016). The task is: Predict the product of the given reaction. The product is: [CH3:12][S:13]([CH2:14][C:15]1[CH:20]=[CH:19][CH:18]=[C:17]([N+:21]([O-:23])=[O:22])[CH:16]=1)(=[O:9])=[O:29]. Given the reactants ClC1C=C(C(OO)=[O:9])C=CC=1.[CH3:12][S:13][CH2:14][C:15]1[CH:20]=[CH:19][CH:18]=[C:17]([N+:21]([O-:23])=[O:22])[CH:16]=1.C(=O)(O)[O-].[Na+].[OH2:29], predict the reaction product.